This data is from Catalyst prediction with 721,799 reactions and 888 catalyst types from USPTO. The task is: Predict which catalyst facilitates the given reaction. Reactant: C[O:2][C:3](=O)[C:4]1[CH:9]=[CH:8][C:7]([O:10][CH3:11])=[CH:6][C:5]=1[CH3:12].C1C(=O)[N:18](Br)C(=O)C1.C(OOC(=O)C1C=CC=CC=1)(=O)C1C=CC=CC=1.C([O-])(O)=O.[Na+]. Product: [CH3:11][O:10][C:7]1[CH:6]=[C:5]2[C:4](=[CH:9][CH:8]=1)[C:3](=[O:2])[NH:18][CH2:12]2. The catalyst class is: 53.